From a dataset of Full USPTO retrosynthesis dataset with 1.9M reactions from patents (1976-2016). Predict the reactants needed to synthesize the given product. (1) Given the product [N:4]12[CH2:9][CH2:8][CH:7]([CH2:6][CH2:5]1)[C@@H:2]([O:1][C:21]1[CH:22]=[CH:23][C:18]([O:17][C:12]3[CH:13]=[CH:14][C:15]([OH:16])=[CH:10][CH:11]=3)=[CH:19][CH:20]=1)[CH2:3]2, predict the reactants needed to synthesize it. The reactants are: [OH:1][C@H:2]1[CH:7]2[CH2:8][CH2:9][N:4]([CH2:5][CH2:6]2)[CH2:3]1.[CH:10]1[C:15]([OH:16])=[CH:14][CH:13]=[C:12]([O:17][C:18]2[CH:23]=[CH:22][C:21](O)=[CH:20][CH:19]=2)[CH:11]=1. (2) Given the product [C:20]([O:19][C:17]([NH:14][C:13]([CH3:25])([CH3:24])[CH2:12][CH:11]([C:8]1[CH:9]=[CH:10][C:5]([Cl:4])=[CH:6][CH:7]=1)[C:15]([OH:1])=[O:16])=[O:18])([CH3:23])([CH3:22])[CH3:21], predict the reactants needed to synthesize it. The reactants are: [OH2:1].[OH-].[Li+].[Cl:4][C:5]1[CH:10]=[CH:9][C:8]([CH:11]2[C:15](=[O:16])[N:14]([C:17]([O:19][C:20]([CH3:23])([CH3:22])[CH3:21])=[O:18])[C:13]([CH3:25])([CH3:24])[CH2:12]2)=[CH:7][CH:6]=1.